This data is from Reaction yield outcomes from USPTO patents with 853,638 reactions. The task is: Predict the reaction yield, written as a fraction of the theoretical maximum amount of product (1.0 means a 100% yield; for example, 0.34 means a 34% yield). (1) The reactants are [CH3:1][O:2][C:3]([C:5]1([C:8]2[CH:13]=[CH:12][C:11]([O:14][CH2:15][CH2:16][C:17]([O:19]C(C)(C)C)=[O:18])=[CH:10][CH:9]=2)[CH2:7][CH2:6]1)=[O:4]. The catalyst is Cl. The product is [CH3:1][O:2][C:3]([C:5]1([C:8]2[CH:13]=[CH:12][C:11]([O:14][CH2:15][CH2:16][C:17]([OH:19])=[O:18])=[CH:10][CH:9]=2)[CH2:7][CH2:6]1)=[O:4]. The yield is 0.960. (2) The reactants are C(Cl)(=O)C(Cl)=O.CS(C)=O.[C:11]([O:14][C@@H:15]1[C@H:19]([CH2:20][CH2:21][CH2:22][CH2:23][CH2:24][CH2:25][C:26]([O:28][CH3:29])=[O:27])[C@@H:18]([CH2:30][OH:31])[C@H:17]([O:32][CH:33]2[CH2:38][CH2:37][CH2:36][CH2:35][O:34]2)[CH2:16]1)(=[O:13])[CH3:12].C(N(CC)CC)C. The catalyst is ClCCl.O. The product is [C:11]([O:14][C@@H:15]1[C@H:19]([CH2:20][CH2:21][CH2:22][CH2:23][CH2:24][CH2:25][C:26]([O:28][CH3:29])=[O:27])[C@@H:18]([CH:30]=[O:31])[C@H:17]([O:32][CH:33]2[CH2:38][CH2:37][CH2:36][CH2:35][O:34]2)[CH2:16]1)(=[O:13])[CH3:12]. The yield is 0.924. (3) The reactants are [Br:1][C:2]1[C:11]([C@H:12]([O:18][C:19]([CH3:22])([CH3:21])[CH3:20])[C:13]([O:15][CH2:16][CH3:17])=[O:14])=[C:10]([CH3:23])[CH:9]=[C:8]2[C:3]=1[CH:4]=[CH:5][C:6]([CH3:24])=[N:7]2.C1C=C(Cl)C=C(C(OO)=[O:33])C=1. The catalyst is ClCCl. The product is [Br:1][C:2]1[C:11]([C@H:12]([O:18][C:19]([CH3:20])([CH3:22])[CH3:21])[C:13]([O:15][CH2:16][CH3:17])=[O:14])=[C:10]([CH3:23])[CH:9]=[C:8]2[C:3]=1[CH:4]=[CH:5][C:6]([CH3:24])=[N+:7]2[O-:33]. The yield is 0.820. (4) The reactants are [C:1]([C:5]1[CH:45]=[CH:44][C:8]([C:9]([NH:11][C@@H:12]([CH2:17][C:18]2[CH:23]=[CH:22][C:21]([C:24]([NH:26][NH:27][C:28](=O)[C:29]3[CH:34]=[CH:33][C:32]([O:35][CH2:36][CH2:37][CH2:38][CH2:39][CH2:40][CH2:41][CH3:42])=[CH:31][CH:30]=3)=[O:25])=[CH:20][CH:19]=2)[C:13]([O:15][CH3:16])=[O:14])=[O:10])=[CH:7][CH:6]=1)([CH3:4])([CH3:3])[CH3:2].[Cl-].ClC1N(C)CC[NH+]1C. The catalyst is C(Cl)Cl.C([O-])(O)=O.[Na+]. The product is [C:1]([C:5]1[CH:45]=[CH:44][C:8]([C:9]([NH:11][C@@H:12]([CH2:17][C:18]2[CH:19]=[CH:20][C:21]([C:24]3[O:25][C:28]([C:29]4[CH:34]=[CH:33][C:32]([O:35][CH2:36][CH2:37][CH2:38][CH2:39][CH2:40][CH2:41][CH3:42])=[CH:31][CH:30]=4)=[N:27][N:26]=3)=[CH:22][CH:23]=2)[C:13]([O:15][CH3:16])=[O:14])=[O:10])=[CH:7][CH:6]=1)([CH3:4])([CH3:3])[CH3:2]. The yield is 0.950. (5) The reactants are C(=O)([O-])[O-].[K+].[K+].Br[CH2:8][C:9]1[CH:10]=[C:11]([CH:16]=[CH:17][CH:18]=1)[C:12]([O:14][CH3:15])=[O:13].[I:19][C:20]1[CH:25]=[CH:24][C:23]([OH:26])=[CH:22][CH:21]=1. The catalyst is CC(C)=O. The product is [CH3:15][O:14][C:12](=[O:13])[C:11]1[CH:16]=[CH:17][CH:18]=[C:9]([CH2:8][O:26][C:23]2[CH:24]=[CH:25][C:20]([I:19])=[CH:21][CH:22]=2)[CH:10]=1. The yield is 0.900. (6) The reactants are [Cl:1][C:2]1[CH:21]=[CH:20][CH:19]=[C:18]([Cl:22])[C:3]=1[CH2:4][CH:5]1[CH2:9][CH2:8][N:7]([CH:10]2[CH2:15][CH2:14][C:13](=[O:16])[CH2:12][CH2:11]2)[C:6]1=[O:17].[BH4-].[Na+]. The catalyst is CO. The product is [Cl:1][C:2]1[CH:21]=[CH:20][CH:19]=[C:18]([Cl:22])[C:3]=1[CH2:4][CH:5]1[CH2:9][CH2:8][N:7]([CH:10]2[CH2:11][CH2:12][CH:13]([OH:16])[CH2:14][CH2:15]2)[C:6]1=[O:17]. The yield is 0.770. (7) The reactants are [NH2:1][C:2]1[C:17]([F:18])=[CH:16][C:5]([O:6][C:7]2[CH:12]=[CH:11][N:10]=[C:9]([C:13]([NH2:15])=[O:14])[CH:8]=2)=[C:4]([F:19])[CH:3]=1.C(N(C(C)C)CC)(C)C.COC1C=CC(CNC2N=CN=C(OC3C=CC(N[C:51]([NH:53][C:54](=[O:63])[CH2:55][C:56]4[CH:61]=[CH:60][C:59]([F:62])=[CH:58][CH:57]=4)=[O:52])=CC=3F)C=2)=CC=1.FC1C=CC(CC(N=C=O)=O)=CC=1. The catalyst is C1COCC1. The product is [C:13]([C:9]1[CH:8]=[C:7]([O:6][C:5]2[C:4]([F:19])=[CH:3][C:2]([NH:1][C:51]([NH:53][C:54](=[O:63])[CH2:55][C:56]3[CH:61]=[CH:60][C:59]([F:62])=[CH:58][CH:57]=3)=[O:52])=[C:17]([F:18])[CH:16]=2)[CH:12]=[CH:11][N:10]=1)(=[O:14])[NH2:15]. The yield is 0.910.